This data is from Peptide-MHC class II binding affinity with 134,281 pairs from IEDB. The task is: Regression. Given a peptide amino acid sequence and an MHC pseudo amino acid sequence, predict their binding affinity value. This is MHC class II binding data. The peptide sequence is EKALWIIFSQNMNIK. The MHC is HLA-DPA10301-DPB10402 with pseudo-sequence HLA-DPA10301-DPB10402. The binding affinity (normalized) is 0.218.